This data is from Forward reaction prediction with 1.9M reactions from USPTO patents (1976-2016). The task is: Predict the product of the given reaction. (1) Given the reactants [NH2:1][C:2]1[CH:10]=[CH:9][C:5]([C:6]([OH:8])=O)=[C:4]([F:11])[C:3]=1[Cl:12].[C:13]([NH:17][C:18](=[O:32])[C:19]1[CH:24]=[CH:23][CH:22]=[C:21]([CH2:25][N:26]2[CH2:31][CH2:30][NH:29][CH2:28][CH2:27]2)[CH:20]=1)([CH3:16])([CH3:15])[CH3:14].C(N(CC)CC)C.CCCP1(OP(CCC)(=O)OP(CCC)(=O)O1)=O, predict the reaction product. The product is: [NH2:1][C:2]1[CH:10]=[CH:9][C:5]([C:6]([N:29]2[CH2:28][CH2:27][N:26]([CH2:25][C:21]3[CH:20]=[C:19]([CH:24]=[CH:23][CH:22]=3)[C:18]([NH:17][C:13]([CH3:15])([CH3:16])[CH3:14])=[O:32])[CH2:31][CH2:30]2)=[O:8])=[C:4]([F:11])[C:3]=1[Cl:12]. (2) Given the reactants [F:1][C@H:2]1[C@H:7]([C:8]2[CH:13]=[CH:12][C:11]([OH:14])=[CH:10][CH:9]=2)[CH2:6][CH2:5][N:4]([C@@H:15]2[CH2:19][CH2:18][N:17]([CH2:20][C:21]3[CH:26]=[CH:25][C:24]([CH3:27])=[CH:23][CH:22]=3)[C:16]2=[O:28])[CH2:3]1.[C:29]([O:33][C:34]([NH:36][C@@H:37]([CH3:41])[C:38](O)=[O:39])=[O:35])([CH3:32])([CH3:31])[CH3:30].C1CCC(N=C=NC2CCCCC2)CC1.O, predict the reaction product. The product is: [C:29]([O:33][C:34]([NH:36][C@@H:37]([CH3:41])[C:38]([O:14][C:11]1[CH:12]=[CH:13][C:8]([C@@H:7]2[CH2:6][CH2:5][N:4]([C@@H:15]3[CH2:19][CH2:18][N:17]([CH2:20][C:21]4[CH:22]=[CH:23][C:24]([CH3:27])=[CH:25][CH:26]=4)[C:16]3=[O:28])[CH2:3][C@H:2]2[F:1])=[CH:9][CH:10]=1)=[O:39])=[O:35])([CH3:32])([CH3:31])[CH3:30]. (3) Given the reactants CI.[C:3]1([CH2:9][O:10][C:11]([C:13]2([NH:19][C:20]([N:22]3[CH2:26][CH2:25][NH:24][C:23]3=[O:27])=[O:21])[CH2:18][CH2:17][CH2:16][CH2:15][CH2:14]2)=[O:12])[CH:8]=[CH:7][CH:6]=[CH:5][CH:4]=1.[C:28](=O)([O-])[O-].[K+].[K+], predict the reaction product. The product is: [C:3]1([CH2:9][O:10][C:11]([C:13]2([NH:19][C:20]([N:22]3[CH2:26][CH2:25][N:24]([CH3:28])[C:23]3=[O:27])=[O:21])[CH2:18][CH2:17][CH2:16][CH2:15][CH2:14]2)=[O:12])[CH:8]=[CH:7][CH:6]=[CH:5][CH:4]=1.